From a dataset of Reaction yield outcomes from USPTO patents with 853,638 reactions. Predict the reaction yield, written as a fraction of the theoretical maximum amount of product (1.0 means a 100% yield; for example, 0.34 means a 34% yield). (1) The reactants are [CH2:1]=[CH:2][C:3]1[CH2:23][S:22][C@@H:6]2[C@H:7]([NH:10][C:11](/[C:13](/[C:16]3[N:20]=[C:19]([NH2:21])[S:18][CH:17]=3)=[N:14]\[OH:15])=[O:12])[C:8](=[O:9])[N:5]2[C:4]=1[C:24]([OH:26])=[O:25].[Cs].C(N(CC(O)=O)CC(O)=O)CN(CC(O)=O)CC(O)=O. The catalyst is O. The product is [CH2:1]=[CH:2][C:3]1[CH2:23][S:22][C@@H:6]2[C@H:7]([NH:10][C:11](/[C:13](/[C:16]3[N:20]=[C:19]([NH2:21])[S:18][CH:17]=3)=[N:14]\[OH:15])=[O:12])[C:8](=[O:9])[N:5]2[C:4]=1[C:24]([OH:26])=[O:25]. The yield is 0.998. (2) The reactants are [N+:1]([CH2:3][C:4]([O:6]C)=O)#[C-:2].[NH:8]1[CH2:12][CH2:11][C@@H:10]([OH:13])[CH2:9]1. The catalyst is CO. The product is [OH:13][C@@H:10]1[CH2:11][CH2:12][N:8]([C:4](=[O:6])[CH2:3][N+:1]#[C-:2])[CH2:9]1. The yield is 0.490. (3) The product is [Br:3][C:4]1[CH:9]=[CH:8][N:7]=[CH:6][C:5]=1[O:10][CH2:12][CH:13]1[CH2:15][CH2:14]1. The reactants are [H-].[Na+].[Br:3][C:4]1[CH:9]=[CH:8][N:7]=[CH:6][C:5]=1[OH:10].Br[CH2:12][CH:13]1[CH2:15][CH2:14]1.O. The yield is 0.446. The catalyst is CN(C=O)C. (4) The product is [CH:16]1([C@H:4]2[C@H:3]([CH3:19])[C@@H:2]([NH:1][C:21]3[CH:26]=[CH:25][CH:24]=[C:23]([O:27][CH3:28])[N:22]=3)[C:11]3[C:6](=[CH:7][CH:8]=[C:9]([F:12])[CH:10]=3)[N:5]2[C:13](=[O:15])[CH3:14])[CH2:18][CH2:17]1. The reactants are [NH2:1][C@H:2]1[C:11]2[C:6](=[CH:7][CH:8]=[C:9]([F:12])[CH:10]=2)[N:5]([C:13](=[O:15])[CH3:14])[C@@H:4]([CH:16]2[CH2:18][CH2:17]2)[C@@H:3]1[CH3:19].Br[C:21]1[CH:26]=[CH:25][CH:24]=[C:23]([O:27][CH3:28])[N:22]=1.CC(C)([O-])C.[Na+].CN(C1C(C2C(P(C3CCCCC3)C3CCCCC3)=CC=CC=2)=CC=CC=1)C. The catalyst is O1CCOCC1.C1C=CC(/C=C/C(/C=C/C2C=CC=CC=2)=O)=CC=1.C1C=CC(/C=C/C(/C=C/C2C=CC=CC=2)=O)=CC=1.C1C=CC(/C=C/C(/C=C/C2C=CC=CC=2)=O)=CC=1.[Pd].[Pd]. The yield is 0.490. (5) The reactants are C([C:4]1([C:10]2[C:18]3[C:13](=[CH:14][CH:15]=[C:16]([NH:19][C:20]([C:22]4[CH:27]=[CH:26][CH:25]=[CH:24][N:23]=4)=[O:21])[CH:17]=3)[NH:12][N:11]=2)[CH:9]=[CH:8][CH:7]=[CH:6][CH2:5]1)(=O)C.N. The catalyst is CO. The product is [C:4]1([C:10]2[C:18]3[C:13](=[CH:14][CH:15]=[C:16]([NH:19][C:20]([C:22]4[CH:27]=[CH:26][CH:25]=[CH:24][N:23]=4)=[O:21])[CH:17]=3)[NH:12][N:11]=2)[CH:5]=[CH:6][CH:7]=[CH:8][CH:9]=1. The yield is 0.710. (6) The reactants are [O:1]1[CH2:6][CH2:5][N:4]([S:7](F)([F:9])[F:8])[CH2:3][CH2:2]1.[B:11]([F:14])([F:13])[F:12].CCOCC. The catalyst is C(OCC)C. The product is [B-:11]([F:8])([F:14])([F:13])[F:12].[CH2:3]1[N+:4](=[S:7]([F:9])[F:8])[CH2:5][CH2:6][O:1][CH2:2]1. The yield is 0.750. (7) The reactants are [O:1]1[C:5]2[CH:6]=[CH:7][C:8]([C:10]([OH:12])=O)=[CH:9][C:4]=2[N:3]=[CH:2]1.[NH2:13][C:14]1[CH:15]=[C:16]([CH:20]=[CH:21][C:22]=1O)[C:17](O)=O.C(OC)(OC)OC. No catalyst specified. The product is [CH2:22]([CH:14]([NH:13][C:10]([C:8]1[CH:7]=[CH:6][C:5]2[O:1][CH:2]=[N:3][C:4]=2[CH:9]=1)=[O:12])[CH2:15][CH2:16][CH3:17])[CH2:21][CH3:20]. The yield is 0.150.